From a dataset of Forward reaction prediction with 1.9M reactions from USPTO patents (1976-2016). Predict the product of the given reaction. (1) The product is: [CH3:20][O:21][C:22]1[C:29]([CH3:30])=[C:28]([O:31][CH3:32])[CH:27]=[CH:26][C:23]=1[CH:24]1[C:10]2[C:11](=[CH:13][CH:14]=[C:8]([O:1][C:2]3[CH:3]=[CH:4][CH:5]=[CH:6][CH:7]=3)[CH:9]=2)[NH:12][CH:16]([C:15]([OH:19])=[O:18])[CH2:25]1. Given the reactants [O:1]([C:8]1[CH:14]=[CH:13][C:11]([NH2:12])=[CH:10][CH:9]=1)[C:2]1[CH:7]=[CH:6][CH:5]=[CH:4][CH:3]=1.[C:15]([OH:19])(=[O:18])[CH:16]=O.[CH3:20][O:21][C:22]1[C:29]([CH3:30])=[C:28]([O:31][CH3:32])[CH:27]=[CH:26][C:23]=1[CH:24]=[CH2:25], predict the reaction product. (2) Given the reactants [F:1][C:2]1[C:3]([O:31][CH3:32])=[CH:4][C:5]([CH2:26][C:27]([F:30])([F:29])[F:28])=[C:6]([C:8]2[N:13]=[CH:12][C:11]3[C:14](I)=[N:15][N:16]([CH2:17][O:18][CH2:19][CH2:20][Si:21]([CH3:24])([CH3:23])[CH3:22])[C:10]=3[CH:9]=2)[CH:7]=1.CN.C1CCN2[C:38](=[N:39][CH2:40]CC2)CC1.C1C[O:49]CC1, predict the reaction product. The product is: [F:1][C:2]1[C:3]([O:31][CH3:32])=[CH:4][C:5]([CH2:26][C:27]([F:30])([F:29])[F:28])=[C:6]([C:8]2[N:13]=[CH:12][C:11]3[C:14]([C:40]([NH:39][CH3:38])=[O:49])=[N:15][N:16]([CH2:17][O:18][CH2:19][CH2:20][Si:21]([CH3:24])([CH3:23])[CH3:22])[C:10]=3[CH:9]=2)[CH:7]=1.